This data is from Full USPTO retrosynthesis dataset with 1.9M reactions from patents (1976-2016). The task is: Predict the reactants needed to synthesize the given product. (1) Given the product [CH3:15][C:16]1[N:17]=[C:18]([NH:21][C:2]2[CH:7]=[C:6]([O:8][C:9]3[C:14]4[C:13](=[CH:4][CH:5]=[CH:6][CH:7]=4)[CH:12]=[CH:11][CH:10]=3)[CH:5]=[CH:4][N:3]=2)[S:19][CH:20]=1, predict the reactants needed to synthesize it. The reactants are: Cl[C:2]1[CH:7]=[C:6]([O:8][C:9]2[CH:14]=[CH:13][CH:12]=[CH:11][CH:10]=2)[CH:5]=[CH:4][N:3]=1.[CH3:15][C:16]1[N:17]=[C:18]([NH2:21])[S:19][CH:20]=1.P([O-])([O-])([O-])=O.[K+].[K+].[K+].O. (2) Given the product [Cl:1][C:2]1[CH:7]=[C:6]([Cl:8])[CH:5]=[CH:4][C:3]=1[C:9]1[CH:14]=[N:13][C:12]([C:21]#[C:20][Si:17]([CH3:19])([CH3:18])[CH3:16])=[CH:11][N:10]=1, predict the reactants needed to synthesize it. The reactants are: [Cl:1][C:2]1[CH:7]=[C:6]([Cl:8])[CH:5]=[CH:4][C:3]=1[C:9]1[CH:14]=[N:13][C:12](I)=[CH:11][N:10]=1.[CH3:16][Si:17]([C:20]#[CH:21])([CH3:19])[CH3:18].